From a dataset of Reaction yield outcomes from USPTO patents with 853,638 reactions. Predict the reaction yield, written as a fraction of the theoretical maximum amount of product (1.0 means a 100% yield; for example, 0.34 means a 34% yield). (1) The reactants are S(=O)(=O)(O)O.[C:6]1([C:12]2[CH:13]=[N:14][CH:15]=[CH:16][CH:17]=2)[CH:11]=[CH:10][CH:9]=[CH:8][CH:7]=1.[N+:18]([O-])([OH:20])=[O:19].[OH-].[Na+]. The catalyst is O. The product is [N+:18]([C:9]1[CH:8]=[CH:7][C:6]([C:12]2[CH:13]=[N:14][CH:15]=[CH:16][CH:17]=2)=[CH:11][CH:10]=1)([O-:20])=[O:19]. The yield is 0.834. (2) The reactants are [CH2:1]([C:8]1[C:9]([NH2:22])=[N:10][CH:11]=[C:12]([C:14]2[CH:19]=[CH:18][C:17]([O:20][CH3:21])=[CH:16][CH:15]=2)[N:13]=1)[C:2]1[CH:7]=[CH:6][CH:5]=[CH:4][CH:3]=1.[CH3:23][O:24][C:25]1[CH:33]=[CH:32][C:28]([C:29](Cl)=[O:30])=[CH:27][CH:26]=1.O. The catalyst is N1C=CC=CC=1.CN(C)C1C=CN=CC=1. The product is [CH2:1]([C:8]1[C:9]([NH:22][C:29](=[O:30])[C:28]2[CH:32]=[CH:33][C:25]([O:24][CH3:23])=[CH:26][CH:27]=2)=[N:10][CH:11]=[C:12]([C:14]2[CH:19]=[CH:18][C:17]([O:20][CH3:21])=[CH:16][CH:15]=2)[N:13]=1)[C:2]1[CH:7]=[CH:6][CH:5]=[CH:4][CH:3]=1. The yield is 0.808. (3) The yield is 0.750. The product is [CH3:24][O:23][C:21](=[O:22])[CH2:20][N:11]1[C:12]2[C:17](=[CH:16][CH:15]=[CH:14][CH:13]=2)[C:9](=[C:7]([C:1]2[CH:2]=[CH:3][CH:4]=[CH:5][CH:6]=2)[CH3:8])[C:10]1=[O:18]. The catalyst is CN(C=O)C. The reactants are [C:1]1([C:7](=[C:9]2[C:17]3[C:12](=[CH:13][CH:14]=[CH:15][CH:16]=3)[NH:11][C:10]2=[O:18])[CH3:8])[CH:6]=[CH:5][CH:4]=[CH:3][CH:2]=1.Br[CH2:20][C:21]([O:23][CH3:24])=[O:22].C([O-])([O-])=O.[Cs+].[Cs+]. (4) The reactants are C[O:2][C:3]([C:5]1[CH:18]=[CH:17][C:8]2[N:9]([CH2:12][CH2:13][N:14]=[N+:15]=[N-:16])[CH:10]=[N:11][C:7]=2[CH:6]=1)=[O:4].[Li+].[OH-]. The catalyst is C1COCC1.O. The product is [N:14]([CH2:13][CH2:12][N:9]1[C:8]2[CH:17]=[CH:18][C:5]([C:3]([OH:4])=[O:2])=[CH:6][C:7]=2[N:11]=[CH:10]1)=[N+:15]=[N-:16]. The yield is 0.890.